From a dataset of Retrosynthesis with 50K atom-mapped reactions and 10 reaction types from USPTO. Predict the reactants needed to synthesize the given product. (1) The reactants are: COC(=O)C1=C(C)NC(C)=C(C(=O)OC)C1c1cccc([N+](=O)[O-])c1.COCCOCCl. Given the product COCCOCN1C(C)=C(C(=O)OC)C(c2cccc([N+](=O)[O-])c2)C(C(=O)OC)=C1C, predict the reactants needed to synthesize it. (2) Given the product CCOC(=O)CCCn1cc(C(=O)Cc2ccc3c(c2)OC(c2ccc(Cl)cc2)(c2ccc(Cl)cc2)O3)c2ccccc21, predict the reactants needed to synthesize it. The reactants are: CCOC(=O)CCCBr.O=C(Cc1ccc2c(c1)OC(c1ccc(Cl)cc1)(c1ccc(Cl)cc1)O2)c1c[nH]c2ccccc12. (3) Given the product O=CNc1nc(CSc2ccncc2)cs1, predict the reactants needed to synthesize it. The reactants are: O=CNc1nc(CCl)cs1.Sc1ccncc1. (4) Given the product O=C(NC1CC1)c1ccc(-c2csc(NC(=O)C3CS[C@H](c4cncs4)N3C(=O)OCc3ccccc3)n2)cc1, predict the reactants needed to synthesize it. The reactants are: Nc1nc(-c2ccc(C(=O)NC3CC3)cc2)cs1.O=C(O)C1CS[C@H](c2cncs2)N1C(=O)OCc1ccccc1. (5) The reactants are: CC(C)(C)OC(=O)OC(=O)OC(C)(C)C.CC(C)(CCC[C@H](N)C(=O)O)[N+](=O)[O-]. Given the product CC(C)(C)OC(=O)N[C@@H](CCCC(C)(C)[N+](=O)[O-])C(=O)O, predict the reactants needed to synthesize it.